Task: Predict the product of the given reaction.. Dataset: Forward reaction prediction with 1.9M reactions from USPTO patents (1976-2016) (1) Given the reactants Cl.C([O:5][C@H:6]([CH2:21][NH:22][C:23]([C:26]1[CH:31]=[CH:30][CH:29]=[C:28]([Br:32])[CH:27]=1)([CH3:25])[CH3:24])[C@@H:7]([NH:17][C:18](=[O:20])[CH3:19])[CH2:8][C:9]1[CH:14]=[C:13]([F:15])[CH:12]=[C:11]([F:16])[CH:10]=1)(=O)C.[OH-].[Na+], predict the reaction product. The product is: [Br:32][C:28]1[CH:27]=[C:26]([C:23]([NH:22][CH2:21][C@@H:6]([OH:5])[C@@H:7]([NH:17][C:18](=[O:20])[CH3:19])[CH2:8][C:9]2[CH:10]=[C:11]([F:16])[CH:12]=[C:13]([F:15])[CH:14]=2)([CH3:25])[CH3:24])[CH:31]=[CH:30][CH:29]=1. (2) Given the reactants [Cl:1][C:2]1[CH:3]=[C:4]2[C:9](=[CH:10][C:11]=1[C:12]([OH:14])=O)[N:8]=[CH:7][N:6]=[C:5]2[NH:15][CH:16]([C:18]1[NH:22][C:21]2[CH:23]=[CH:24][C:25]([Cl:27])=[CH:26][C:20]=2[N:19]=1)[CH3:17].FC1C(OC(N(C)C)=[N+](C)C)=C(F)C(F)=C(F)C=1F.F[P-](F)(F)(F)(F)F.C(N(C(C)C)CC)(C)C.[CH3:63][O:64][CH2:65][C@@H:66]1[CH2:70][CH2:69][CH2:68][NH:67]1, predict the reaction product. The product is: [Cl:1][C:2]1[CH:3]=[C:4]2[C:9](=[CH:10][C:11]=1[C:12]([N:67]1[CH2:68][CH2:69][CH2:70][C@H:66]1[CH2:65][O:64][CH3:63])=[O:14])[N:8]=[CH:7][N:6]=[C:5]2[NH:15][CH:16]([C:18]1[NH:22][C:21]2[CH:23]=[CH:24][C:25]([Cl:27])=[CH:26][C:20]=2[N:19]=1)[CH3:17]. (3) Given the reactants [N:1]1[CH:6]=[CH:5][C:4]([C:7]2[CH:26]=[CH:25][CH:24]=[CH:23][C:8]=2[O:9][CH:10]2[CH2:15][CH2:14][N:13](C(OC(C)(C)C)=O)[CH2:12][CH2:11]2)=[CH:3][CH:2]=1.[ClH:27].CO, predict the reaction product. The product is: [ClH:27].[ClH:27].[NH:13]1[CH2:14][CH2:15][CH:10]([O:9][C:8]2[CH:23]=[CH:24][CH:25]=[CH:26][C:7]=2[C:4]2[CH:5]=[CH:6][N:1]=[CH:2][CH:3]=2)[CH2:11][CH2:12]1. (4) The product is: [Br:12][C:8]1[C:7]([CH2:9][CH3:10])=[CH:6][C:5]([OH:11])=[CH:4][C:3]=1[CH2:1][CH3:2]. Given the reactants [CH2:1]([C:3]1[CH:4]=[C:5]([OH:11])[CH:6]=[C:7]([CH2:9][CH3:10])[CH:8]=1)[CH3:2].[Br-:12].[Br-].[Br-].C([N+](CCCC)(CCCC)CCCC)CCC.C([N+](CCCC)(CCCC)CCCC)CCC.C([N+](CCCC)(CCCC)CCCC)CCC, predict the reaction product.